From a dataset of Reaction yield outcomes from USPTO patents with 853,638 reactions. Predict the reaction yield, written as a fraction of the theoretical maximum amount of product (1.0 means a 100% yield; for example, 0.34 means a 34% yield). (1) The reactants are [CH3:1][CH:2]1[CH2:7][CH:6](O)[CH:5]=[C:4]([C:9]2[CH:14]=[CH:13][N:12]=[CH:11][C:10]=2[N+:15]([O-:17])=[O:16])[CH2:3]1.CC1C=CC(S(O)(=O)=O)=CC=1.CCOC(C)=O. The catalyst is O1CCOCC1. The product is [CH3:1][CH:2]1[CH2:3][C:4]([C:9]2[CH:14]=[CH:13][N:12]=[CH:11][C:10]=2[N+:15]([O-:17])=[O:16])=[CH:5][CH:6]=[CH:7]1. The yield is 0.680. (2) The catalyst is C(O)C.O.[Fe]. The product is [NH2:18][C:16]1[CH:15]=[CH:14][C:13]([F:21])=[C:12]([C@@:3]2([CH:2]([F:22])[F:1])[NH:8][C:7](=[S:9])[CH2:6][CH2:5][C:4]2([F:10])[F:11])[CH:17]=1. The yield is 0.853. The reactants are [F:1][CH:2]([F:22])[C@:3]1([C:12]2[CH:17]=[C:16]([N+:18]([O-])=O)[CH:15]=[CH:14][C:13]=2[F:21])[NH:8][C:7](=[S:9])[CH2:6][CH2:5][C:4]1([F:11])[F:10].[NH4+].[Cl-]. (3) The reactants are B(Br)(Br)Br.[Cl:5][C:6]1[CH:11]=[CH:10][C:9]([CH2:12][C:13]#[N:14])=[CH:8][C:7]=1[O:15]C.O. The catalyst is C(Cl)Cl. The product is [Cl:5][C:6]1[CH:11]=[CH:10][C:9]([CH2:12][C:13]#[N:14])=[CH:8][C:7]=1[OH:15]. The yield is 0.850. (4) The reactants are [CH3:1][O:2][C:3]1[CH:4]=[C:5]2[C:10](=[CH:11][C:12]=1[O:13][CH3:14])[N:9]=[CH:8][CH:7]=[C:6]2[O:15][C:16]1[N:21]=[CH:20][C:19]([NH2:22])=[CH:18][CH:17]=1.[C:23]1([CH2:29][C:30]([N:32]=[C:33]=[S:34])=[O:31])[CH:28]=[CH:27][CH:26]=[CH:25][CH:24]=1. The catalyst is CCOC(C)=O.CO. The product is [CH3:1][O:2][C:3]1[CH:4]=[C:5]2[C:10](=[CH:11][C:12]=1[O:13][CH3:14])[N:9]=[CH:8][CH:7]=[C:6]2[O:15][C:16]1[N:21]=[CH:20][C:19]([NH:22][C:33]([NH:32][C:30](=[O:31])[CH2:29][C:23]2[CH:24]=[CH:25][CH:26]=[CH:27][CH:28]=2)=[S:34])=[CH:18][CH:17]=1. The yield is 0.297.